From a dataset of hERG Central: cardiac toxicity at 1µM, 10µM, and general inhibition. Predict hERG channel inhibition at various concentrations. The molecule is Cc1ccccc1CSc1ccc2nnc(-c3ccccn3)n2n1. Results: hERG_inhib (hERG inhibition (general)): blocker.